The task is: Predict the reaction yield, written as a fraction of the theoretical maximum amount of product (1.0 means a 100% yield; for example, 0.34 means a 34% yield).. This data is from Reaction yield outcomes from USPTO patents with 853,638 reactions. The reactants are [CH2:1]1[C:9]2[C:4](=[CH:5][CH:6]=[CH:7][CH:8]=2)[CH2:3][CH:2]1[CH2:10][C:11]([OH:13])=[O:12].S(Cl)(Cl)=O.[CH3:18]O. No catalyst specified. The product is [CH3:18][O:12][C:11](=[O:13])[CH2:10][CH:2]1[CH2:1][C:9]2[C:4](=[CH:5][CH:6]=[CH:7][CH:8]=2)[CH2:3]1. The yield is 0.970.